This data is from Reaction yield outcomes from USPTO patents with 853,638 reactions. The task is: Predict the reaction yield, written as a fraction of the theoretical maximum amount of product (1.0 means a 100% yield; for example, 0.34 means a 34% yield). (1) The reactants are [NH2:1][CH:2]([CH2:5][CH2:6][C:7]1[CH:12]=[CH:11][C:10]([Cl:13])=[CH:9][CH:8]=1)[C:3]#[N:4].[H-].[Al+3].[Li+].[H-].[H-].[H-].O.O.O.O.O.O.O.O.O.O.S([O-])([O-])(=O)=O.[Na+].[Na+]. The catalyst is O1CCCC1. The product is [Cl:13][C:10]1[CH:9]=[CH:8][C:7]([CH2:6][CH2:5][CH:2]([NH2:1])[CH2:3][NH2:4])=[CH:12][CH:11]=1. The yield is 0.210. (2) The reactants are [I:1][C:2]1[CH:3]=[C:4]2[C:8](=[CH:9][CH:10]=1)[NH:7][C:6](=[O:11])[C:5]2=O.[N+:13]([C:16]1[CH:17]=[C:18]([C:22]2[N:23]=[N:24][N:25]([CH2:27][C:28]([NH:30][NH2:31])=[O:29])[N:26]=2)[CH:19]=[CH:20][CH:21]=1)([O-:15])=[O:14]. The catalyst is C(O)(=O)C. The product is [N+:13]([C:16]1[CH:17]=[C:18]([C:22]2[N:23]=[N:24][N:25]([CH2:27][C:28]([NH:30][N:31]=[C:5]3[C:4]4[C:8](=[CH:9][CH:10]=[C:2]([I:1])[CH:3]=4)[NH:7][C:6]3=[O:11])=[O:29])[N:26]=2)[CH:19]=[CH:20][CH:21]=1)([O-:15])=[O:14]. The yield is 0.770. (3) The reactants are CC1(C)C(C)(C)OB([C:9]2[CH:10]=[C:11]3[C:16](=[C:17]([O:19][CH2:20][O:21][CH2:22][CH2:23][Si:24]([CH3:27])([CH3:26])[CH3:25])[CH:18]=2)[N:15]=[CH:14][N:13]([CH2:28][O:29][CH2:30][CH2:31][Si:32]([CH3:35])([CH3:34])[CH3:33])[C:12]3=[O:36])O1.Br[C:39]1[CH:40]=[C:41]([S:45]([N:48]2[CH2:53][CH2:52][N:51]([CH3:54])[CH2:50][CH2:49]2)(=[O:47])=[O:46])[CH:42]=[CH:43][CH:44]=1.C(=O)([O-])[O-].[Cs+].[Cs+]. The catalyst is O1CCOCC1.O.C1(P([C-]2C=CC=C2)C2C=CC=CC=2)C=CC=CC=1.[C-]1(P(C2C=CC=CC=2)C2C=CC=CC=2)C=CC=C1.[Fe+2].[Pd](Cl)Cl. The product is [CH3:54][N:51]1[CH2:52][CH2:53][N:48]([S:45]([C:41]2[CH:42]=[C:43]([C:9]3[CH:10]=[C:11]4[C:16](=[C:17]([O:19][CH2:20][O:21][CH2:22][CH2:23][Si:24]([CH3:25])([CH3:27])[CH3:26])[CH:18]=3)[N:15]=[CH:14][N:13]([CH2:28][O:29][CH2:30][CH2:31][Si:32]([CH3:33])([CH3:34])[CH3:35])[C:12]4=[O:36])[CH:44]=[CH:39][CH:40]=2)(=[O:47])=[O:46])[CH2:49][CH2:50]1. The yield is 0.550. (4) The reactants are [CH3:1][C@@H:2]1[O:6][C:5](=[O:7])[C@H:4]([O:8][CH2:9][C:10]([CH3:12])=[CH2:11])[C@H:3]1[O:13][CH2:14][C:15]([CH3:17])=[CH2:16].[H-].[H-].[H-].[H-].[Li+].[Al+3]. The catalyst is C1COCC1. The product is [CH3:12][C:10](=[CH2:11])[CH2:9][O:8][C@H:4]([C@@H:3]([O:13][CH2:14][C:15]([CH3:17])=[CH2:16])[C@@H:2]([OH:6])[CH3:1])[CH2:5][OH:7]. The yield is 0.900.